Dataset: Forward reaction prediction with 1.9M reactions from USPTO patents (1976-2016). Task: Predict the product of the given reaction. (1) Given the reactants [C:1]([O:8][CH2:9][CH3:10])(=[O:7])[C:2]([O:4]CC)=O.[H-].[Na+].[C:13]12(C)[C:20]([CH3:22])([CH3:21])[CH:17]([CH2:18][CH2:19]1)[CH2:16][C:14]2=[O:15].Cl, predict the reaction product. The product is: [CH3:22][C:20]1([CH3:21])[CH:13]2[CH2:19][CH:18]1[CH2:17]/[C:16](=[C:2](/[OH:4])\[C:1]([O:8][CH2:9][CH3:10])=[O:7])/[C:14]2=[O:15]. (2) Given the reactants [C:1]([O:5][C:6](=[O:20])[NH:7][C:8]1[CH:13]=[CH:12][C:11]([O:14][C:15]([F:18])([F:17])[F:16])=[C:10](Br)[CH:9]=1)([CH3:4])([CH3:3])[CH3:2].[CH3:21][N:22]1[C:26](B(O)O)=[CH:25][CH:24]=[N:23]1.C(=O)([O-])[O-].[Na+].[Na+].COCCOC, predict the reaction product. The product is: [C:1]([O:5][C:6](=[O:20])[NH:7][C:8]1[CH:13]=[CH:12][C:11]([O:14][C:15]([F:18])([F:17])[F:16])=[C:10]([C:26]2[N:22]([CH3:21])[N:23]=[CH:24][CH:25]=2)[CH:9]=1)([CH3:4])([CH3:3])[CH3:2]. (3) Given the reactants [CH3:1][C:2]1[CH:16]=[C:15]([C:17](=[N:25][O:26][CH2:27][C:28]2[CH:33]=[CH:32][C:31]([C:34]([F:37])([F:36])[F:35])=[CH:30][CH:29]=2)[CH2:18][C:19]2[CH:24]=[CH:23][CH:22]=[CH:21][CH:20]=2)[CH:14]=[CH:13][C:3]=1[O:4][CH2:5][C:6]([NH:8][CH2:9][C:10](O)=[O:11])=[O:7].[NH:38]1[CH2:43][CH2:42][O:41][CH2:40][CH2:39]1.C1C=CC2N(O)N=NC=2C=1.CCN=C=NCCCN(C)C.C(N1CCOCC1)C, predict the reaction product. The product is: [CH3:1][C:2]1[CH:16]=[C:15]([C:17](=[N:25][O:26][CH2:27][C:28]2[CH:33]=[CH:32][C:31]([C:34]([F:35])([F:37])[F:36])=[CH:30][CH:29]=2)[CH2:18][C:19]2[CH:24]=[CH:23][CH:22]=[CH:21][CH:20]=2)[CH:14]=[CH:13][C:3]=1[O:4][CH2:5][C:6]([NH:8][CH2:9][C:10]([N:38]1[CH2:43][CH2:42][O:41][CH2:40][CH2:39]1)=[O:11])=[O:7]. (4) Given the reactants Cl.[N:2]1[CH:7]=[CH:6][C:5]([C:8]2[CH:16]=[CH:15][C:11]([C:12]([OH:14])=[O:13])=[CH:10][CH:9]=2)=[CH:4][CH:3]=1.S(=O)(=O)(O)O.[CH3:22]O, predict the reaction product. The product is: [N:2]1[CH:7]=[CH:6][C:5]([C:8]2[CH:16]=[CH:15][C:11]([C:12]([O:14][CH3:22])=[O:13])=[CH:10][CH:9]=2)=[CH:4][CH:3]=1. (5) Given the reactants Br[C:2]1[CH:3]=[CH:4][CH:5]=[C:6]2[C:11]=1[N:10]=[C:9](/[CH:12]=[N:13]/[C:14]1[C:19]([CH:20]([CH3:22])[CH3:21])=[CH:18][CH:17]=[CH:16][C:15]=1[CH:23]([CH3:25])[CH3:24])[CH:8]=[CH:7]2.[CH3:26][C:27]1[CH:33]=[CH:32][CH:31]=[C:30]([CH3:34])[C:28]=1[NH2:29].CC(C)([O-])C.[Na+].C1(P(C2CCCCC2)C2C=CC=CC=2C2C=CC=CC=2N(C)C)CCCCC1, predict the reaction product. The product is: [CH:23]([C:15]1[CH:16]=[CH:17][CH:18]=[C:19]([CH:20]([CH3:22])[CH3:21])[C:14]=1/[N:13]=[CH:12]/[C:9]1[CH:8]=[CH:7][C:6]2[C:11](=[C:2]([NH:29][C:28]3[C:30]([CH3:34])=[CH:31][CH:32]=[CH:33][C:27]=3[CH3:26])[CH:3]=[CH:4][CH:5]=2)[N:10]=1)([CH3:25])[CH3:24]. (6) The product is: [Cl:1][C:2]1[C:10]2[N:9]=[C:8]3[N:11]([C:15]4[C:16]([CH3:23])=[N:17][C:18]([O:21][CH3:22])=[CH:19][CH:20]=4)[CH2:12][CH2:13][CH2:14][N:7]3[C:6]=2[C:5]([CH2:24][OH:25])=[CH:4][CH:3]=1. Given the reactants [Cl:1][C:2]1[CH:3]=[CH:4][C:5]([C:24](OC)=[O:25])=[C:6]2[C:10]=1[N:9]=[C:8]1[N:11]([C:15]3[C:16]([CH3:23])=[N:17][C:18]([O:21][CH3:22])=[CH:19][CH:20]=3)[CH2:12][CH2:13][CH2:14][N:7]21.[BH4-].[Li+], predict the reaction product. (7) Given the reactants Cl[C:2]1[C:7]([CH3:8])=[N:6][CH:5]=[CH:4][N:3]=1.[CH3:9][NH2:10], predict the reaction product. The product is: [CH3:9][NH:10][C:2]1[C:7]([CH3:8])=[N:6][CH:5]=[CH:4][N:3]=1. (8) Given the reactants [Br:1][C:2]1[CH:3]=[C:4]([C:9]2([C:17]3[CH:22]=[CH:21][C:20]([CH2:23][CH3:24])=[C:19]([OH:25])[CH:18]=3)[NH:13][C:12](=[S:14])[N:11]([CH3:15])[C:10]2=[O:16])[CH:5]=[CH:6][C:7]=1[F:8].C(N(CC)CC)C.[CH3:33][S:34](Cl)(=[O:36])=[O:35], predict the reaction product. The product is: [CH3:33][S:34]([O:25][C:19]1[CH:18]=[C:17]([C:9]2([C:4]3[CH:5]=[CH:6][C:7]([F:8])=[C:2]([Br:1])[CH:3]=3)[C:10](=[O:16])[N:11]([CH3:15])[C:12](=[S:14])[NH:13]2)[CH:22]=[CH:21][C:20]=1[CH2:23][CH3:24])(=[O:36])=[O:35]. (9) Given the reactants [NH2:1][C:2]1[CH:3]=[C:4]([CH:22]=[CH:23][N:24]=1)[C:5]([NH:7][CH:8]([C:10]1[CH:11]=[N:12][C:13]([O:16][CH2:17][C:18]([F:21])([F:20])[F:19])=[CH:14][CH:15]=1)[CH3:9])=[O:6].N1C=CC=CC=1.[C:31](Cl)(=[O:35])[CH:32]([CH3:34])[CH3:33], predict the reaction product. The product is: [C:31]([NH:1][C:2]1[CH:3]=[C:4]([CH:22]=[CH:23][N:24]=1)[C:5]([NH:7][CH:8]([C:10]1[CH:11]=[N:12][C:13]([O:16][CH2:17][C:18]([F:21])([F:19])[F:20])=[CH:14][CH:15]=1)[CH3:9])=[O:6])(=[O:35])[CH:32]([CH3:34])[CH3:33].